Predict which catalyst facilitates the given reaction. From a dataset of Catalyst prediction with 721,799 reactions and 888 catalyst types from USPTO. (1) Reactant: [NH2:1][C:2]1[N:7]=[CH:6][N:5]=[C:4]2[N:8]([CH:14]([C:16]3[C:17]([O:35][CH2:36][CH3:37])=[C:18]([CH:24]4[CH2:27][N:26](C(OC(C)(C)C)=O)[CH2:25]4)[C:19]([F:23])=[C:20]([Cl:22])[CH:21]=3)[CH3:15])[N:9]=[C:10]([CH:11]([F:13])[F:12])[C:3]=12.[ClH:38].O1CCOCC1. Product: [ClH:22].[ClH:38].[NH:26]1[CH2:27][CH:24]([C:18]2[C:17]([O:35][CH2:36][CH3:37])=[C:16]([CH:14]([N:8]3[C:4]4=[N:5][CH:6]=[N:7][C:2]([NH2:1])=[C:3]4[C:10]([CH:11]([F:13])[F:12])=[N:9]3)[CH3:15])[CH:21]=[C:20]([Cl:22])[C:19]=2[F:23])[CH2:25]1. The catalyst class is: 4. (2) Reactant: [C:1]([C:5]1[CH:6]=[C:7]2[C:11](=[C:12](C3C=CC(C(C)(C)C)=CC=3)[CH:13]=1)[C:10](=O)[CH:9](C)[CH2:8]2)([CH3:4])([CH3:3])[CH3:2].[H-].[H-].[H-].[H-].[Li+].[Al+3].Cl. Product: [C:1]([C:5]1[CH:6]=[CH:7][C:11]([CH3:10])=[C:12]([CH:12]2[C:13]3[C:9](=[CH:8][CH:7]=[CH:6][C:5]=3[C:1]([CH3:4])([CH3:3])[CH3:2])[CH:10]=[CH:11]2)[CH:13]=1)([CH3:4])([CH3:3])[CH3:2]. The catalyst class is: 28.